The task is: Predict the reaction yield, written as a fraction of the theoretical maximum amount of product (1.0 means a 100% yield; for example, 0.34 means a 34% yield).. This data is from Reaction yield outcomes from USPTO patents with 853,638 reactions. (1) The reactants are [OH-].[Na+].[NH2:3][C:4]1[C:9]([CH:10]=[CH2:11])=[C:8]([C:12]([O:14]C)=[O:13])[N:7]=[C:6]([C:16]2[CH:21]=[CH:20][C:19]([Cl:22])=[C:18]([O:23][CH3:24])[C:17]=2[F:25])[N:5]=1. The catalyst is O1CCCC1.O. The product is [NH2:3][C:4]1[C:9]([CH:10]=[CH2:11])=[C:8]([C:12]([OH:14])=[O:13])[N:7]=[C:6]([C:16]2[CH:21]=[CH:20][C:19]([Cl:22])=[C:18]([O:23][CH3:24])[C:17]=2[F:25])[N:5]=1. The yield is 0.290. (2) The reactants are [CH:1]1([C:4]2[NH:5][C:6](=[O:13])[CH:7]=[C:8]([C:10]([OH:12])=[O:11])[N:9]=2)[CH2:3][CH2:2]1.[ClH:14].Cl[O-].[Na+].S([O-])([O-])=O.[Na+].[Na+].Cl[O-]. The catalyst is O. The product is [Cl:14][C:7]1[C:6](=[O:13])[NH:5][C:4]([CH:1]2[CH2:2][CH2:3]2)=[N:9][C:8]=1[C:10]([OH:12])=[O:11]. The yield is 0.880. (3) The reactants are [Br:1][C:2]1[CH:3]=[C:4]([F:10])[C:5]([F:9])=[C:6]([OH:8])[CH:7]=1.C([O-])([O-])=O.[K+].[K+].[CH2:17]1[O:19][C@H:18]1[CH2:20]OS(C1C=C([N+]([O-])=O)C=CC=1)(=O)=O. The catalyst is CC(C)=O. The product is [Br:1][C:2]1[CH:3]=[C:4]([F:10])[C:5]([F:9])=[C:6]([CH:7]=1)[O:8][CH2:20][C@H:18]1[CH2:17][O:19]1. The yield is 0.970.